This data is from Catalyst prediction with 721,799 reactions and 888 catalyst types from USPTO. The task is: Predict which catalyst facilitates the given reaction. (1) Reactant: Cl[CH2:2][Si:3]([CH3:6])([CH3:5])[CH3:4].[OH:7][C:8]1[CH:15]=[CH:14][C:11]([CH:12]=[O:13])=[CH:10][CH:9]=1.C(=O)([O-])[O-].[K+].[K+]. Product: [CH3:4][Si:3]([CH2:2][O:7][C:8]1[CH:15]=[CH:14][C:11]([CH:12]=[O:13])=[CH:10][CH:9]=1)([CH3:6])[CH3:5]. The catalyst class is: 3. (2) Reactant: [NH2:1][C:2]1[CH:3]=[C:4]([CH:10]=[CH:11][CH:12]=1)[C:5]([O:7][CH2:8][CH3:9])=[O:6].[N:13]([O-])=O.[Na+].Cl[Sn](Cl)(Cl)Cl.[OH-].[Na+]. Product: [NH:1]([C:2]1[CH:3]=[C:4]([CH:10]=[CH:11][CH:12]=1)[C:5]([O:7][CH2:8][CH3:9])=[O:6])[NH2:13]. The catalyst class is: 126. (3) Product: [CH2:25]=[CH:17][CH2:18][CH2:19][C:23]([OH:27])=[O:22].[CH3:14][C:15]1[C:16](=[CH2:28])[C:17]([CH3:25])([CH3:24])[CH2:18][CH:19]2[C:23]=1[O:22][CH2:21][O:20]2. Reactant: C[Si](C[Li])(C)C.[Li].ClC[Si](C)(C)C.[CH3:14][C:15]1[C:16](=O)[C:17]([CH3:25])([CH3:24])[CH2:18][CH:19]2[C:23]=1[O:22][CH2:21][O:20]2.[O:27]1CCC[CH2:28]1. The catalyst class is: 605.